Dataset: Forward reaction prediction with 1.9M reactions from USPTO patents (1976-2016). Task: Predict the product of the given reaction. (1) Given the reactants [N+:1]([C:4]1[CH:5]=[N:6][CH:7]=[CH:8][C:9]=1[C:10]1[CH2:15][CH2:14][CH2:13][CH:12](O)[CH:11]=1)([O-:3])=[O:2].O1CCOCC1.CC1C=CC(S(O)(=O)=O)=CC=1.C([O-])(O)=O.[Na+], predict the reaction product. The product is: [C:10]1([C:9]2[CH:8]=[CH:7][N:6]=[CH:5][C:4]=2[N+:1]([O-:3])=[O:2])[CH2:15][CH2:14][CH:13]=[CH:12][CH:11]=1. (2) Given the reactants [Br:1][C:2]1[CH:7]=[CH:6][CH:5]=[C:4]([N+:8]([O-])=O)[C:3]=1[F:11].[CH:12]([Mg]Br)=[CH2:13], predict the reaction product. The product is: [Br:1][C:2]1[C:3]([F:11])=[C:4]2[C:5]([CH:12]=[CH:13][NH:8]2)=[CH:6][CH:7]=1.